From a dataset of Forward reaction prediction with 1.9M reactions from USPTO patents (1976-2016). Predict the product of the given reaction. Given the reactants FC(F)(F)S([O:6][C:7]1[CH:8]=[C:9]2[C:15]([Br:16])=[CH:14][S:13][C:10]2=[CH:11][N:12]=1)(=O)=O.O.[OH-].[Li+], predict the reaction product. The product is: [Br:16][C:15]1[C:9]2[C:10](=[CH:11][N:12]=[C:7]([OH:6])[CH:8]=2)[S:13][CH:14]=1.